Dataset: Forward reaction prediction with 1.9M reactions from USPTO patents (1976-2016). Task: Predict the product of the given reaction. (1) Given the reactants [C:1]([O:5][CH:6]([C:11]1[C:12]([C:21]2[CH:26]=[CH:25][C:24]([CH3:27])=[CH:23][CH:22]=2)=[C:13]2[CH:20]=[CH:19][NH:18][C:14]2=[N:15][C:16]=1[CH3:17])[C:7]([O:9]C)=[O:8])([CH3:4])([CH3:3])[CH3:2].Br[CH2:29][C:30]1[CH:35]=[CH:34][C:33]([F:36])=[C:32]([C:37]([F:40])([F:39])[F:38])[CH:31]=1, predict the reaction product. The product is: [C:1]([O:5][CH:6]([C:11]1[C:12]([C:21]2[CH:26]=[CH:25][C:24]([CH3:27])=[CH:23][CH:22]=2)=[C:13]2[CH:20]=[CH:19][N:18]([CH2:29][C:30]3[CH:35]=[CH:34][C:33]([F:36])=[C:32]([C:37]([F:40])([F:38])[F:39])[CH:31]=3)[C:14]2=[N:15][C:16]=1[CH3:17])[C:7]([OH:9])=[O:8])([CH3:3])([CH3:2])[CH3:4]. (2) The product is: [C:5]([O:9][C:10]([C:12]1([C:30](=[O:37])[C:31]2[CH:36]=[CH:35][CH:34]=[CH:33][CH:32]=2)[C:17]([NH2:18])=[CH:16][CH:15]=[C:14]([CH3:19])[NH+:13]1[O-:20])=[O:11])([CH3:8])([CH3:7])[CH3:6]. Given the reactants C(Cl)(Cl)Cl.[C:5]([O:9][C:10]([C:12]1[C:17]([NH2:18])=[CH:16][CH:15]=[C:14]([CH3:19])[N+:13]=1[O-:20])=[O:11])([CH3:8])([CH3:7])[CH3:6].C(N(C(C)C)CC)(C)C.[C:30](Cl)(=[O:37])[C:31]1[CH:36]=[CH:35][CH:34]=[CH:33][CH:32]=1, predict the reaction product. (3) The product is: [Br:1][C:2]1[C:10]2[C:9]([O:20][C@H:21]([CH2:27][C:28]3[CH:33]=[CH:32][CH:31]=[CH:30][C:29]=3[O:34][CH:35]3[CH2:40][CH2:39][CH2:38][CH2:37][O:36]3)[C:22]([O:24][CH2:25][CH3:26])=[O:23])=[N:8][CH:7]=[N:6][C:5]=2[S:4][C:3]=1[C:12]1[CH:17]=[CH:16][CH:15]=[C:14]([F:18])[C:13]=1[F:19]. Given the reactants [Br:1][C:2]1[C:10]2[C:9](Cl)=[N:8][CH:7]=[N:6][C:5]=2[S:4][C:3]=1[C:12]1[CH:17]=[CH:16][CH:15]=[C:14]([F:18])[C:13]=1[F:19].[OH:20][C@H:21]([CH2:27][C:28]1[CH:33]=[CH:32][CH:31]=[CH:30][C:29]=1[O:34][CH:35]1[CH2:40][CH2:39][CH2:38][CH2:37][O:36]1)[C:22]([O:24][CH2:25][CH3:26])=[O:23].C([O-])([O-])=O.[Cs+].[Cs+].Cl, predict the reaction product. (4) Given the reactants [Br:1][C:2]1[CH:7]=[C:6]([F:8])[CH:5]=[CH:4][C:3]=1[CH:9]1[C:14]([C:15]([O:17][CH2:18][CH3:19])=[O:16])=[C:13]([CH3:20])[NH:12][C:11]([N:21]2[CH:25]=[N:24][CH:23]=[N:22]2)=[N:10]1.C1C(=O)N([Br:33])C(=O)C1, predict the reaction product. The product is: [Br:1][C:2]1[CH:7]=[C:6]([F:8])[CH:5]=[CH:4][C:3]=1[CH:9]1[C:14]([C:15]([O:17][CH2:18][CH3:19])=[O:16])=[C:13]([CH2:20][Br:33])[NH:12][C:11]([N:21]2[CH:25]=[N:24][CH:23]=[N:22]2)=[N:10]1. (5) The product is: [O:3]1[CH:7]=[CH:6][CH:5]=[C:4]1[C:8]1[N:13]=[C:12]([NH:14][C:21](=[O:23])[CH3:22])[CH:11]=[N:10][C:9]=1[C:15]1[CH:20]=[CH:19][N:18]=[CH:17][N:16]=1. Given the reactants [H-].[Na+].[O:3]1[CH:7]=[CH:6][CH:5]=[C:4]1[C:8]1[N:13]=[C:12]([NH2:14])[CH:11]=[N:10][C:9]=1[C:15]1[CH:20]=[CH:19][N:18]=[CH:17][N:16]=1.[C:21](Cl)(=[O:23])[CH3:22], predict the reaction product. (6) Given the reactants CS(Cl)(=O)=[O:3].C(N(CC)CC)C.[NH:13]1[CH:17]=[CH:16][C:15]([C:18]([OH:20])=O)=N1.[C:21](O)(=O)[C:22]1C(=CC=[CH:27][CH:28]=1)N, predict the reaction product. The product is: [O:20]1[C:18]2[CH:21]=[CH:22][CH:28]=[CH:27][C:15]=2[CH2:16][C:17](=[O:3])[NH:13]1. (7) Given the reactants [CH2:1]([O:3][C:4](=[O:27])[C:5]([N:7]([CH2:18][C:19]1[CH:24]=[C:23]([Cl:25])[CH:22]=[C:21]([Cl:26])[CH:20]=1)[CH2:8][C:9]1[CH:14]=[CH:13][C:12]([N+:15]([O-])=O)=[CH:11][CH:10]=1)=[O:6])[CH3:2], predict the reaction product. The product is: [CH2:1]([O:3][C:4](=[O:27])[C:5]([N:7]([CH2:8][C:9]1[CH:10]=[CH:11][C:12]([NH2:15])=[CH:13][CH:14]=1)[CH2:18][C:19]1[CH:20]=[C:21]([Cl:26])[CH:22]=[C:23]([Cl:25])[CH:24]=1)=[O:6])[CH3:2]. (8) Given the reactants O[C:2]1[C:3]2[NH:10][C:9]([CH3:11])=[C:8]([C:12]([O:14][CH2:15][CH3:16])=[O:13])[C:4]=2[N:5]=[CH:6][N:7]=1.O=P(Cl)(Cl)[Cl:19], predict the reaction product. The product is: [CH2:15]([O:14][C:12]([C:8]1[C:4]2[N:5]=[CH:6][N:7]=[C:2]([Cl:19])[C:3]=2[NH:10][C:9]=1[CH3:11])=[O:13])[CH3:16]. (9) Given the reactants [NH2:1][C:2]1[CH:27]=[CH:26][C:5]([O:6][C:7]2[N:12]=[CH:11][N:10]=[C:9]([NH:13][C:14]([N:16]3[CH2:21][CH2:20][CH:19]([N:22]4[CH2:25][CH2:24][CH2:23]4)[CH2:18][CH2:17]3)=[O:15])[CH:8]=2)=[C:4]([F:28])[CH:3]=1.CC1(C)C2(CS(O)(=O)=O)C(CC1CC2)=O.[C:44]1([CH2:50][C:51]([N:53]=[C:54]=[S:55])=[O:52])[CH:49]=[CH:48][CH:47]=[CH:46][CH:45]=1.C(=O)([O-])O.[Na+], predict the reaction product. The product is: [F:28][C:4]1[CH:3]=[C:2]([NH:1][C:54]([NH:53][C:51](=[O:52])[CH2:50][C:44]2[CH:45]=[CH:46][CH:47]=[CH:48][CH:49]=2)=[S:55])[CH:27]=[CH:26][C:5]=1[O:6][C:7]1[N:12]=[CH:11][N:10]=[C:9]([NH:13][C:14]([N:16]2[CH2:21][CH2:20][CH:19]([N:22]3[CH2:25][CH2:24][CH2:23]3)[CH2:18][CH2:17]2)=[O:15])[CH:8]=1. (10) Given the reactants [Cl:1][C:2]1[CH:3]=[C:4]([CH2:9][C:10]#[N:11])[CH:5]=[CH:6][C:7]=1[Cl:8].[CH2:12]([CH:14]1[O:16][CH2:15]1)Cl.ClCCl.CCCCCC, predict the reaction product. The product is: [Cl:1][C:2]1[CH:3]=[C:4]([C@@:9]2([C:10]#[N:11])[CH2:12][CH:14]2[CH2:15][OH:16])[CH:5]=[CH:6][C:7]=1[Cl:8].